Dataset: Forward reaction prediction with 1.9M reactions from USPTO patents (1976-2016). Task: Predict the product of the given reaction. (1) The product is: [CH3:14][O:13][C:7]1[CH:8]=[C:9]2[C:4](=[CH:5][CH:6]=1)[C:3]([O:15][CH2:16][O:17][CH3:18])=[C:2]([C:25]1[CH:24]=[CH:23][CH:22]=[C:21]([C:20]([F:31])([F:30])[F:19])[CH:26]=1)[C:11]([CH3:12])=[CH:10]2. Given the reactants Br[C:2]1[C:11]([CH3:12])=[CH:10][C:9]2[C:4](=[CH:5][CH:6]=[C:7]([O:13][CH3:14])[CH:8]=2)[C:3]=1[O:15][CH2:16][O:17][CH3:18].[F:19][C:20]([F:31])([F:30])[C:21]1[CH:22]=[C:23](B(O)O)[CH:24]=[CH:25][CH:26]=1.C(=O)([O-])[O-].[Na+].[Na+], predict the reaction product. (2) Given the reactants [F:1][C:2]1[CH:3]=[CH:4][CH:5]=[C:6]2[C:10]=1[N:9]([C@H:11]1[C:15]3[CH:16]=[CH:17][CH:18]=[CH:19][C:14]=3[O:13][C@H:12]1[CH2:20]O)[CH2:8][C:7]2([CH3:23])[CH3:22].[CH3:24][NH:25][S:26]([C:29]1[CH:34]=[CH:33][CH:32]=[CH:31][C:30]=1[N+:35]([O-:37])=[O:36])(=[O:28])=[O:27].C1(P(C2C=CC=CC=2)C2C=CC=CC=2)C=CC=CC=1.CC(OC(/N=N/C(OC(C)C)=O)=O)C.[Cl-].[NH4+], predict the reaction product. The product is: [F:1][C:2]1[CH:3]=[CH:4][CH:5]=[C:6]2[C:10]=1[N:9]([C@H:11]1[C:15]3[CH:16]=[CH:17][CH:18]=[CH:19][C:14]=3[O:13][C@@H:12]1[CH2:20][N:25]([CH3:24])[S:26]([C:29]1[CH:34]=[CH:33][CH:32]=[CH:31][C:30]=1[N+:35]([O-:37])=[O:36])(=[O:27])=[O:28])[CH2:8][C:7]2([CH3:23])[CH3:22]. (3) The product is: [Cl:1][C:2]1[CH:3]=[C:4]([C:12]2([C:35]([F:36])([F:37])[F:38])[O:16][N:15]=[C:14]([C:17]3[CH:22]=[CH:21][C:20]([C:23]([N:25]4[CH2:29][C:28](=[O:30])[N:27]([CH2:52][C:53]([F:56])([F:55])[F:54])[CH2:26]4)=[O:24])=[C:19]([C:31]([F:33])([F:34])[F:32])[CH:18]=3)[CH2:13]2)[CH:5]=[C:6]([C:8]([F:11])([F:10])[F:9])[CH:7]=1. Given the reactants [Cl:1][C:2]1[CH:3]=[C:4]([C:12]2([C:35]([F:38])([F:37])[F:36])[O:16][N:15]=[C:14]([C:17]3[CH:22]=[CH:21][C:20]([C:23]([N:25]4[CH2:29][C:28](=[O:30])[NH:27][CH2:26]4)=[O:24])=[C:19]([C:31]([F:34])([F:33])[F:32])[CH:18]=3)[CH2:13]2)[CH:5]=[C:6]([C:8]([F:11])([F:10])[F:9])[CH:7]=1.CN(C)C=O.[H-].[Na+].FC(F)(F)S(O[CH2:52][C:53]([F:56])([F:55])[F:54])(=O)=O, predict the reaction product.